Dataset: Full USPTO retrosynthesis dataset with 1.9M reactions from patents (1976-2016). Task: Predict the reactants needed to synthesize the given product. (1) Given the product [NH2:1][C:2]1[CH:3]=[N:4][CH:5]=[C:6]([F:32])[C:7]=1[CH2:8][CH2:9][C@H:10]1[O:15][CH2:14][C@@H:13]([CH2:16][O:17][Si:18]([C:21]([CH3:24])([CH3:23])[CH3:22])([CH3:20])[CH3:19])[N:12]([C:25]([O:27][C:28]([CH3:31])([CH3:30])[CH3:29])=[O:26])[CH2:11]1, predict the reactants needed to synthesize it. The reactants are: [NH2:1][C:2]1[CH:3]=[N:4][CH:5]=[C:6]([F:32])[C:7]=1[C:8]#[C:9][C@H:10]1[O:15][CH2:14][C@@H:13]([CH2:16][O:17][Si:18]([C:21]([CH3:24])([CH3:23])[CH3:22])([CH3:20])[CH3:19])[N:12]([C:25]([O:27][C:28]([CH3:31])([CH3:30])[CH3:29])=[O:26])[CH2:11]1. (2) The reactants are: Cl[C:2]1[N:7]=[CH:6][C:5]([CH2:8][OH:9])=[CH:4][N:3]=1.[CH3:10][O:11][C:12]1[CH:17]=[CH:16][C:15](B(O)O)=[C:14]([C:21]([F:24])([F:23])[F:22])[CH:13]=1. Given the product [CH3:10][O:11][C:12]1[CH:17]=[CH:16][C:15]([C:2]2[N:7]=[CH:6][C:5]([CH2:8][OH:9])=[CH:4][N:3]=2)=[C:14]([C:21]([F:22])([F:23])[F:24])[CH:13]=1, predict the reactants needed to synthesize it. (3) Given the product [Cl:1][C:2]1[CH:41]=[CH:40][CH:39]=[C:38]([Cl:42])[C:3]=1[C:4]([NH:6][C@H:7]([C:34]([O:36][CH3:37])=[O:35])[CH2:8][C:9]1[CH:10]=[CH:11][C:12]([C:15]#[C:16][CH2:17][CH2:18][NH:19][C:28]2[CH:33]=[CH:32][CH:31]=[CH:30][N:29]=2)=[CH:13][CH:14]=1)=[O:5], predict the reactants needed to synthesize it. The reactants are: [Cl:1][C:2]1[CH:41]=[CH:40][CH:39]=[C:38]([Cl:42])[C:3]=1[C:4]([NH:6][C@H:7]([C:34]([O:36][CH3:37])=[O:35])[CH2:8][C:9]1[CH:14]=[CH:13][C:12]([C:15]#[C:16][CH2:17][CH2:18][N:19]([C:28]2[CH:33]=[CH:32][CH:31]=[CH:30][N:29]=2)C(OCC(Cl)(Cl)Cl)=O)=[CH:11][CH:10]=1)=[O:5].O.CC(O)=O.C(OCC)(=O)C. (4) The reactants are: [N:1]1([CH2:6][C:7]([OH:9])=O)[CH:5]=[N:4][CH:3]=[N:2]1.[F:10][C:11]1[CH:39]=[CH:38][CH:37]=[CH:36][C:12]=1[CH2:13][C@H:14]1[CH2:18][NH:17][C@H:16]([C:19]([NH:21][C:22]2[CH:27]=[CH:26][C:25]([O:28][C:29]3[CH:34]=[CH:33][C:32]([F:35])=[CH:31][CH:30]=3)=[CH:24][CH:23]=2)=[O:20])[CH2:15]1. Given the product [N:1]1([CH2:6][C:7]([N:17]2[CH2:18][C@H:14]([CH2:13][C:12]3[CH:36]=[CH:37][CH:38]=[CH:39][C:11]=3[F:10])[CH2:15][C@H:16]2[C:19]([NH:21][C:22]2[CH:27]=[CH:26][C:25]([O:28][C:29]3[CH:30]=[CH:31][C:32]([F:35])=[CH:33][CH:34]=3)=[CH:24][CH:23]=2)=[O:20])=[O:9])[CH:5]=[N:4][CH:3]=[N:2]1, predict the reactants needed to synthesize it. (5) The reactants are: Br[C:2]1[CH:3]=[C:4]2[C:9](=[CH:10][CH:11]=1)[C:8](=[O:12])[NH:7][N:6]=[C:5]2[Cl:13].[Cl:14][C:15]1[CH:22]=[CH:21][CH:20]=[C:19]([O:23][C:24]2[CH:29]=[CH:28][CH:27]=[CH:26][CH:25]=2)[C:16]=1[CH2:17][NH2:18].C1C=CC(P(C2C(C3C(P(C4C=CC=CC=4)C4C=CC=CC=4)=CC=C4C=3C=CC=C4)=C3C(C=CC=C3)=CC=2)C2C=CC=CC=2)=CC=1.CC([O-])(C)C.[Na+]. Given the product [Cl:13][C:5]1[C:4]2[C:9](=[CH:10][CH:11]=[C:2]([NH:18][CH2:17][C:16]3[C:19]([O:23][C:24]4[CH:25]=[CH:26][CH:27]=[CH:28][CH:29]=4)=[CH:20][CH:21]=[CH:22][C:15]=3[Cl:14])[CH:3]=2)[C:8](=[O:12])[NH:7][N:6]=1, predict the reactants needed to synthesize it. (6) Given the product [C:18]([C:15]1[CH:14]=[CH:13][C:12]([CH:11]2[C:10]([C:20]([O:22][CH2:23][CH3:24])=[O:21])=[C:9]([CH3:25])[N:8]([C:26]3[CH:31]=[CH:30][CH:29]=[C:28]([C:32]([F:33])([F:34])[F:35])[CH:27]=3)[C:7](=[O:36])[N:6]2[CH2:5][C:4]2[CH:37]=[CH:38][CH:39]=[C:2]([C:41]3[S:40][CH:44]=[CH:43][CH:42]=3)[CH:3]=2)=[CH:17][CH:16]=1)#[N:19], predict the reactants needed to synthesize it. The reactants are: Br[C:2]1[CH:3]=[C:4]([CH:37]=[CH:38][CH:39]=1)[CH2:5][N:6]1[CH:11]([C:12]2[CH:17]=[CH:16][C:15]([C:18]#[N:19])=[CH:14][CH:13]=2)[C:10]([C:20]([O:22][CH2:23][CH3:24])=[O:21])=[C:9]([CH3:25])[N:8]([C:26]2[CH:31]=[CH:30][CH:29]=[C:28]([C:32]([F:35])([F:34])[F:33])[CH:27]=2)[C:7]1=[O:36].[S:40]1[CH:44]=[CH:43][CH:42]=[C:41]1B(O)O.C(=O)([O-])[O-].[Na+].[Na+]. (7) The reactants are: C(OC([N:8]1[CH2:17][CH2:16][C:15]2[C:11](=[C:12](OS(C(F)(F)F)(=O)=O)[N:13]([CH2:18][CH3:19])[N:14]=2)[CH2:10][CH2:9]1)=O)(C)(C)C.[CH:28]([C:31]1[CH:36]=[CH:35][C:34](B(O)O)=[CH:33][CH:32]=1)([CH3:30])[CH3:29]. Given the product [CH2:18]([N:13]1[C:12]([C:34]2[CH:35]=[CH:36][C:31]([CH:28]([CH3:30])[CH3:29])=[CH:32][CH:33]=2)=[C:11]2[C:15]([CH2:16][CH2:17][NH:8][CH2:9][CH2:10]2)=[N:14]1)[CH3:19], predict the reactants needed to synthesize it. (8) Given the product [S:16]([N:1]1[C:5]2=[N:6][CH:7]=[CH:8][CH:9]=[C:4]2[CH:3]=[CH:2]1)([C:13]1[CH:14]=[CH:15][C:10]([CH3:20])=[CH:11][CH:12]=1)(=[O:18])=[O:17], predict the reactants needed to synthesize it. The reactants are: [NH:1]1[C:5]2=[N:6][CH:7]=[CH:8][CH:9]=[C:4]2[CH:3]=[CH:2]1.[C:10]1([CH3:20])[CH:15]=[CH:14][C:13]([S:16](Cl)(=[O:18])=[O:17])=[CH:12][CH:11]=1.[OH-].[Na+].O. (9) Given the product [CH2:22]([O:21][C:19]([C:18]1[CH:17]=[C:16]([C:5]2[C:6]([C:7]([OH:9])=[O:8])=[CH:2][C:1]3[O:44][CH2:43][O:42][C:41]=3[CH:4]=2)[N:15]([CH3:27])[C:14]=1[C:13]([F:12])([F:24])[F:25])=[O:20])[CH3:23], predict the reactants needed to synthesize it. The reactants are: [CH3:1][C:2]1N[CH:4]=[CH:5][C:6]=1[C:7]([O:9]CC)=[O:8].[F:12][C:13]([F:25])([F:24])[C:14]1[NH:15][CH:16]=[CH:17][C:18]=1[C:19]([O:21][CH2:22][CH3:23])=[O:20].Br[C:27]1C=C(Cl)C=CC=1C=O.BrC1C(C=O)=CC2[O:44][CH2:43][O:42][C:41]=2C=1. (10) Given the product [CH2:1]([O:5][C:6]1[C:15]2[C:10](=[CH:11][CH:12]=[C:13](/[CH:16]=[CH:17]/[C:18]([OH:20])=[O:19])[CH:14]=2)[C:9](=[O:23])[N:8]([CH2:24][CH:25]([CH3:26])[CH3:27])[C:7]=1[CH2:28][NH:29][C:30]([O:32][C:33]([CH3:36])([CH3:35])[CH3:34])=[O:31])[CH2:2][CH2:3][CH3:4], predict the reactants needed to synthesize it. The reactants are: [CH2:1]([O:5][C:6]1[C:15]2[C:10](=[CH:11][CH:12]=[C:13](/[CH:16]=[CH:17]/[C:18]([O:20]CC)=[O:19])[CH:14]=2)[C:9](=[O:23])[N:8]([CH2:24][CH:25]([CH3:27])[CH3:26])[C:7]=1[CH2:28][NH:29][C:30]([O:32][C:33]([CH3:36])([CH3:35])[CH3:34])=[O:31])[CH2:2][CH2:3][CH3:4].[OH-].[Na+].O.Cl.